This data is from Full USPTO retrosynthesis dataset with 1.9M reactions from patents (1976-2016). The task is: Predict the reactants needed to synthesize the given product. (1) Given the product [Cl:1][C:2]1[CH:3]=[CH:4][C:5]2[N:6]([CH:8]=[C:9]([C:11]([C:25]3[CH:26]=[CH:27][O:23][CH:24]=3)=[O:13])[N:10]=2)[CH:7]=1, predict the reactants needed to synthesize it. The reactants are: [Cl:1][C:2]1[CH:3]=[CH:4][C:5]2[N:6]([CH:8]=[C:9]([C:11]([OH:13])=O)[N:10]=2)[CH:7]=1.C(OC(OC)=O)(OC)=O.[O:23]1[CH:27]=[CH:26][C:25](B(O)O)=[CH:24]1.C(=O)(O)[O-].[Na+]. (2) The reactants are: [CH3:1][O:2][C:3]1[CH:4]=[C:5]([CH2:13][C:14]([O:16]C)=[O:15])[CH:6]=[CH:7][C:8]=1[O:9][CH2:10][O:11][CH3:12].[OH-].[Na+].O. Given the product [CH3:1][O:2][C:3]1[CH:4]=[C:5]([CH2:13][C:14]([OH:16])=[O:15])[CH:6]=[CH:7][C:8]=1[O:9][CH2:10][O:11][CH3:12], predict the reactants needed to synthesize it. (3) Given the product [CH2:21]([O:20][C:17]1[CH:18]=[CH:19][C:13]2[O:12][C:11]([CH2:9][OH:8])=[CH:15][C:14]=2[CH:16]=1)[C:22]1[CH:23]=[CH:24][CH:25]=[CH:26][CH:27]=1, predict the reactants needed to synthesize it. The reactants are: O1CCCC1.C([O:8][C:9]([C:11]1[O:12][C:13]2[CH:19]=[CH:18][C:17]([O:20][CH2:21][C:22]3[CH:27]=[CH:26][CH:25]=[CH:24][CH:23]=3)=[CH:16][C:14]=2[CH:15]=1)=O)C.[H-].[Al+3].[Li+].[H-].[H-].[H-].[OH-].[Na+]. (4) Given the product [C:26]([C:17]1[CH:16]=[C:15]([O:14][C:11]2[CH:12]=[CH:13][C:8]([C:6]([OH:7])=[O:5])=[N:9][CH:10]=2)[C:20]2[CH2:21][C:22]([CH3:25])([CH3:24])[O:23][C:19]=2[CH:18]=1)([OH:28])=[O:27], predict the reactants needed to synthesize it. The reactants are: C([O:5][C:6]([C:8]1[CH:13]=[CH:12][C:11]([O:14][C:15]2[C:20]3[CH2:21][C:22]([CH3:25])([CH3:24])[O:23][C:19]=3[CH:18]=[C:17]([C:26]([O:28]C)=[O:27])[CH:16]=2)=[CH:10][N:9]=1)=[O:7])(C)(C)C.[OH-].[Na+]. (5) Given the product [OH:35][C:28]1[C:29]2[NH:30][C:31](=[O:34])[S:32][C:33]=2[C:25]([C@@H:23]([OH:24])[CH2:22][NH:21][CH2:18][C@H:14]2[CH2:15][CH2:16][CH2:17][N:12]([CH2:11][CH2:10][O:9][CH2:1][CH2:2][C:3]3[CH:4]=[CH:5][CH:6]=[CH:7][CH:8]=3)[CH2:13]2)=[CH:26][CH:27]=1, predict the reactants needed to synthesize it. The reactants are: [CH2:1]([O:9][CH2:10][CH2:11][N:12]1[CH2:17][CH2:16][CH2:15][C@@H:14]([CH:18]=O)[CH2:13]1)[CH2:2][C:3]1[CH:8]=[CH:7][CH:6]=[CH:5][CH:4]=1.Cl.[NH2:21][CH2:22][C@@H:23]([C:25]1[C:33]2[S:32][C:31](=[O:34])[NH:30][C:29]=2[C:28]([OH:35])=[CH:27][CH:26]=1)[OH:24]. (6) Given the product [Cl:14][C:15]1[CH:20]=[CH:19][C:18]([NH:21][C:22](=[O:29])[CH2:23][O:24][CH2:25][C:26]([NH:10][C:9]2[CH:11]=[CH:12][CH:13]=[C:7]([C:3]3[O:2][CH:6]=[CH:5][CH:4]=3)[CH:8]=2)=[O:27])=[C:17]([CH:16]=1)[C:30]([OH:32])=[O:31], predict the reactants needed to synthesize it. The reactants are: Cl.[O:2]1[CH:6]=[CH:5][CH:4]=[C:3]1[C:7]1[CH:8]=[C:9]([CH:11]=[CH:12][CH:13]=1)[NH2:10].[Cl:14][C:15]1[CH:20]=[CH:19][C:18]([NH:21][C:22](=[O:29])[CH2:23][O:24][CH2:25][C:26](O)=[O:27])=[C:17]([C:30]([O:32]C)=[O:31])[CH:16]=1. (7) The reactants are: [CH3:1][C:2]1([CH3:24])[C@@H:7]([NH:8][C@H](C2C=CC=CC=2)C)[CH2:6][CH2:5][N:4]([C:17]([O:19][C:20]([CH3:23])([CH3:22])[CH3:21])=[O:18])[CH2:3]1. Given the product [NH2:8][C@H:7]1[CH2:6][CH2:5][N:4]([C:17]([O:19][C:20]([CH3:23])([CH3:22])[CH3:21])=[O:18])[CH2:3][C:2]1([CH3:24])[CH3:1], predict the reactants needed to synthesize it. (8) Given the product [CH:1]1([CH:7]2[CH2:12][C:11]([OH:13])([C:24]3[CH:29]=[CH:28][CH:27]=[CH:26][CH:25]=3)[CH2:10][CH2:9][N:8]2[C:14]([O:16][CH2:17][C:18]2[CH:23]=[CH:22][CH:21]=[CH:20][CH:19]=2)=[O:15])[CH2:6][CH2:5][CH2:4][CH2:3][CH2:2]1, predict the reactants needed to synthesize it. The reactants are: [CH:1]1([CH:7]2[CH2:12][C:11](=[O:13])[CH2:10][CH2:9][N:8]2[C:14]([O:16][CH2:17][C:18]2[CH:23]=[CH:22][CH:21]=[CH:20][CH:19]=2)=[O:15])[CH2:6][CH2:5][CH2:4][CH2:3][CH2:2]1.[C:24]1([Mg]Br)[CH:29]=[CH:28][CH:27]=[CH:26][CH:25]=1. (9) Given the product [C:1]([CH2:3][NH:4][C:5]([C:7]1([NH:13][C:34](=[O:35])[C:14]2[CH:19]=[CH:18][C:17]([N:22]3[CH2:28][CH2:27][N:26]([CH3:29])[CH2:24][CH2:25]3)=[CH:16][CH:15]=2)[CH2:12][CH2:11][CH2:10][CH2:9][CH2:8]1)=[O:6])#[N:2], predict the reactants needed to synthesize it. The reactants are: [C:1]([CH2:3][NH:4][C:5]([C:7]1([NH2:13])[CH2:12][CH2:11][CH2:10][CH2:9][CH2:8]1)=[O:6])#[N:2].[CH:14]1[CH:15]=[CH:16][C:17]2[N:22](O)N=N[C:18]=2[CH:19]=1.[CH2:24]([N:26]([CH2:29]C)[CH2:27][CH3:28])[CH3:25].CN([CH:34]=[O:35])C.